Predict which catalyst facilitates the given reaction. From a dataset of Catalyst prediction with 721,799 reactions and 888 catalyst types from USPTO. (1) Reactant: [F:1][C:2]1[C:7]([F:8])=[C:6]([CH3:9])[CH:5]=[C:4]([N+:10]([O-])=O)[C:3]=1[OH:13].[H][H]. Product: [F:1][C:2]1[C:7]([F:8])=[C:6]([CH3:9])[CH:5]=[C:4]([NH2:10])[C:3]=1[OH:13]. The catalyst class is: 29. (2) Reactant: [CH3:1][S:2](Cl)(=[O:4])=[O:3].[C:6]([O:10][C:11]([N:13]1[CH2:18][CH2:17][N:16]([CH2:19][CH2:20][NH2:21])[CH2:15][CH2:14]1)=[O:12])([CH3:9])([CH3:8])[CH3:7]. Product: [C:6]([O:10][C:11]([N:13]1[CH2:14][CH2:15][N:16]([CH2:19][CH2:20][NH:21][S:2]([CH3:1])(=[O:4])=[O:3])[CH2:17][CH2:18]1)=[O:12])([CH3:9])([CH3:8])[CH3:7]. The catalyst class is: 17. (3) Reactant: [CH3:1][C:2]1[CH:6]=[CH:5][S:4][C:3]=1[C:7]([C:9]1[CH:17]=[CH:16][CH:15]=[CH:14][C:10]=1[C:11](O)=[O:12])=O.O.[NH2:19][NH2:20]. Product: [CH3:1][C:2]1[CH:6]=[CH:5][S:4][C:3]=1[C:7]1[C:9]2[C:10](=[CH:14][CH:15]=[CH:16][CH:17]=2)[C:11](=[O:12])[NH:20][N:19]=1. The catalyst class is: 8. (4) Reactant: [C:1]1([C:7]2[C:12]([NH:13][C:14]([C:16]3[N:17](COCC[Si](C)(C)C)[CH:18]=[C:19]([C:21]#[N:22])[N:20]=3)=[O:15])=[CH:11][CH:10]=[CH:9][N:8]=2)[CH2:6][CH2:5][CH2:4][CH2:3][CH:2]=1.CO.[C:33]([OH:39])([C:35]([F:38])([F:37])[F:36])=[O:34]. Product: [F:36][C:35]([F:38])([F:37])[C:33]([OH:39])=[O:34].[C:1]1([C:7]2[C:12]([NH:13][C:14]([C:16]3[NH:17][CH:18]=[C:19]([C:21]#[N:22])[N:20]=3)=[O:15])=[CH:11][CH:10]=[CH:9][N:8]=2)[CH2:6][CH2:5][CH2:4][CH2:3][CH:2]=1. The catalyst class is: 2.